Dataset: TCR-epitope binding with 47,182 pairs between 192 epitopes and 23,139 TCRs. Task: Binary Classification. Given a T-cell receptor sequence (or CDR3 region) and an epitope sequence, predict whether binding occurs between them. (1) The epitope is GLCTLVAML. The TCR CDR3 sequence is CSAGTGGTNEKLFF. Result: 1 (the TCR binds to the epitope). (2) The epitope is ARMILMTHF. Result: 0 (the TCR does not bind to the epitope). The TCR CDR3 sequence is CASSFTGDEQYF. (3) The epitope is TSDLATNNLVVMAY. The TCR CDR3 sequence is CASSPEAYNEQFF. Result: 0 (the TCR does not bind to the epitope). (4) The epitope is RQLLFVVEV. The TCR CDR3 sequence is CASSLGGLTYEQYF. Result: 1 (the TCR binds to the epitope).